Regression/Classification. Given a drug SMILES string, predict its absorption, distribution, metabolism, or excretion properties. Task type varies by dataset: regression for continuous measurements (e.g., permeability, clearance, half-life) or binary classification for categorical outcomes (e.g., BBB penetration, CYP inhibition). Dataset: cyp2c19_veith. From a dataset of CYP2C19 inhibition data for predicting drug metabolism from PubChem BioAssay. (1) The molecule is COc1ccccc1CNc1ncncc1-c1ccc(C(=O)N(C)C)cc1. The result is 0 (non-inhibitor). (2) The molecule is CCCC[N+]1(C)[C@H]2CC(OC(=O)[C@@H](CO)c3ccccc3)C[C@@H]1[C@@H]1O[C@@H]12. The result is 0 (non-inhibitor). (3) The molecule is Cc1noc(C)c1-c1cncnc1NC1CC1. The result is 0 (non-inhibitor). (4) The molecule is CCOc1ccc(C2=[N+]([O-])C(C)(C)N(O)C2(C)C)cc1. The result is 0 (non-inhibitor). (5) The molecule is CC1CCN(CC(=O)N2c3ccccc3Sc3cc4ccccc4cc32)CC1. The result is 1 (inhibitor). (6) The compound is Cc1ccccc1NC1=C(C(=O)c2ccccc2)N(C)S(=O)(=O)c2ccccc21. The result is 1 (inhibitor).